Dataset: Full USPTO retrosynthesis dataset with 1.9M reactions from patents (1976-2016). Task: Predict the reactants needed to synthesize the given product. (1) The reactants are: [CH3:1][C:2]1[CH:3]=[C:4]2[C:8](=[CH:9][CH:10]=1)[NH:7][C:6](=[O:11])[C:5]2=O.[NH2:13][C:14]1[CH:22]=[C:21]2[C:17]([CH:18]=[N:19][NH:20]2)=[CH:16][CH:15]=1. Given the product [NH:20]1[C:21]2[C:17](=[CH:16][CH:15]=[C:14]([N:13]=[C:5]3[C:4]4[C:8](=[CH:9][CH:10]=[C:2]([CH3:1])[CH:3]=4)[NH:7][C:6]3=[O:11])[CH:22]=2)[CH:18]=[N:19]1, predict the reactants needed to synthesize it. (2) The reactants are: [C@@H:1]1([O:12][C:13]2[C:17]([CH2:18][C:19]3[CH:24]=[CH:23][C:22]([O:25][CH:26]([CH3:28])[CH3:27])=[CH:21][CH:20]=3)=[C:16]([CH3:29])[N:15]([CH:30]([CH3:32])[CH3:31])[N:14]=2)[O:9][C@H:8]([CH2:10][OH:11])[C@@H:6]([OH:7])[C@H:4]([OH:5])[C@H:2]1[OH:3].ClC([O:36][CH2:37][CH3:38])=O.O.C(O)(=O)C[C:42](CC(O)=O)(C(O)=O)[OH:43].O. Given the product [CH2:37]([O:36][O:11][C:10](=[C:42]=[O:43])[C@H:8]1[O:9][C@@H:1]([O:12][C:13]2[C:17]([CH2:18][C:19]3[CH:24]=[CH:23][C:22]([O:25][CH:26]([CH3:27])[CH3:28])=[CH:21][CH:20]=3)=[C:16]([CH3:29])[N:15]([CH:30]([CH3:32])[CH3:31])[N:14]=2)[C@H:2]([OH:3])[C@@H:4]([OH:5])[C@@H:6]1[OH:7])[CH3:38], predict the reactants needed to synthesize it. (3) Given the product [CH3:1][N:2]1[CH:6]=[C:5]([C:7]2[N:8]=[N:10][NH:11][N:12]=2)[CH:4]=[N:3]1, predict the reactants needed to synthesize it. The reactants are: [CH3:1][N:2]1[CH:6]=[C:5]([CH:7]=[N:8]O)[CH:4]=[N:3]1.[N-:10]=[N+:11]=[N-:12].[Na+]. (4) Given the product [OH:4][C:5]1[CH:6]=[CH:7][C:8]([C@H:11]2[C@H:16]([O:17][Si:18]([CH:19]([CH3:21])[CH3:20])([CH:25]([CH3:27])[CH3:26])[CH:22]([CH3:24])[CH3:23])[CH2:15][N:14]([C:28]([O:30][CH2:31][C:32]3[CH:37]=[CH:36][CH:35]=[CH:34][CH:33]=3)=[O:29])[CH2:13][C@@H:12]2[O:38][CH2:39][C:40]2[CH:41]=[CH:42][C:43]3[O:48][CH2:47][C:46](=[O:57])[N:45]([CH2:49][CH2:50][CH2:51][O:52][CH3:53])[C:44]=3[CH:54]=2)=[CH:9][CH:10]=1, predict the reactants needed to synthesize it. The reactants are: C([O:4][C:5]1[CH:10]=[CH:9][C:8]([C@H:11]2[C@H:16]([O:17][Si:18]([CH:25]([CH3:27])[CH3:26])([CH:22]([CH3:24])[CH3:23])[CH:19]([CH3:21])[CH3:20])[CH2:15][N:14]([C:28]([O:30][CH2:31][C:32]3[CH:37]=[CH:36][CH:35]=[CH:34][CH:33]=3)=[O:29])[CH2:13][C@@H:12]2[O:38][C:39](=O)[C:40]2[CH:41]=[CH:42][C:43]3[O:48][CH2:47][CH2:46][N:45]([CH2:49][CH2:50][CH2:51][O:52][CH3:53])[C:44]=3[CH:54]=2)=[CH:7][CH:6]=1)C=C.C(=O)([O-])[O-:57].[K+].[K+]. (5) The reactants are: [CH2:1]([O:8][C:9]1[CH:10]=[CH:11][C:12]([CH3:27])=[C:13]([C:15]2[CH2:19][C:18]([CH2:23][C:24]([OH:26])=[O:25])([C:20]([OH:22])=[O:21])[O:17][N:16]=2)[CH:14]=1)[C:2]1[CH:7]=[CH:6][CH:5]=[CH:4][CH:3]=1.[C:28](OC(O[C:28]([CH3:31])([CH3:30])[CH3:29])N(C)C)([CH3:31])([CH3:30])[CH3:29]. Given the product [CH2:1]([O:8][C:9]1[CH:10]=[CH:11][C:12]([CH3:27])=[C:13]([C:15]2[CH2:19][C:18]([CH2:23][C:24]([O:26][C:2]([CH3:7])([CH3:3])[CH3:1])=[O:25])([C:20]([O:22][C:28]([CH3:31])([CH3:30])[CH3:29])=[O:21])[O:17][N:16]=2)[CH:14]=1)[C:2]1[CH:7]=[CH:6][CH:5]=[CH:4][CH:3]=1, predict the reactants needed to synthesize it.